Dataset: Reaction yield outcomes from USPTO patents with 853,638 reactions. Task: Predict the reaction yield, written as a fraction of the theoretical maximum amount of product (1.0 means a 100% yield; for example, 0.34 means a 34% yield). (1) The yield is 0.640. The catalyst is CN(C=O)C. The product is [CH2:25]([O:32][N:33]1[C:39](=[O:40])[N:38]2[CH2:41][C@H:34]1[CH2:35][CH2:36][C@H:37]2[C:42]([NH:44][NH:45][C:48](=[O:49])[C:47]([NH2:46])=[O:51])=[O:43])[C:26]1[CH:31]=[CH:30][CH:29]=[CH:28][CH:27]=1. The reactants are CN(C(ON1N=NC2C=CC=NC1=2)=[N+](C)C)C.F[P-](F)(F)(F)(F)F.[CH2:25]([O:32][N:33]1[C:39](=[O:40])[N:38]2[CH2:41][C@H:34]1[CH2:35][CH2:36][C@H:37]2[C:42]([NH:44][NH2:45])=[O:43])[C:26]1[CH:31]=[CH:30][CH:29]=[CH:28][CH:27]=1.[NH2:46][C:47](=[O:51])[C:48](O)=[O:49].CCN(C(C)C)C(C)C. (2) The reactants are [O:1]1[CH2:5][CH2:4][O:3][CH:2]1[C:6]1[CH:7]=[CH:8][C:9]([C:12]2[S:20][C:19]3[C:14](=[N:15][CH:16]=[CH:17][C:18]=3[O:21][C:22]3[CH:28]=[CH:27][C:25](N)=[CH:24][C:23]=3[F:29])[CH:13]=2)=[N:10][CH:11]=1.[C:30]1([NH:36][C:37]([C:39]2([C:42]([OH:44])=O)[CH2:41][CH2:40]2)=[O:38])[CH:35]=[CH:34][CH:33]=[CH:32][CH:31]=1.CC[N:47](C(C)C)C(C)C.CN(C(ON1N=NC2C=CC=NC1=2)=[N+](C)C)C.F[P-](F)(F)(F)(F)F. The catalyst is CN(C=O)C.C(OCC)(=O)C.CO. The product is [O:1]1[CH2:5][CH2:4][O:3][CH:2]1[C:6]1[CH:7]=[CH:8][C:9]([C:12]2[S:20][C:19]3[C:14](=[N:15][CH:16]=[CH:17][C:18]=3[O:21][C:22]3[CH:28]=[CH:27][C:25]([N:36]([C:30]4[CH:31]=[CH:32][CH:33]=[CH:34][CH:35]=4)[C:37]([C:39]4([C:42]([NH2:47])=[O:44])[CH2:40][CH2:41]4)=[O:38])=[CH:24][C:23]=3[F:29])[CH:13]=2)=[N:10][CH:11]=1. The yield is 0.340. (3) The reactants are [CH3:1][C:2]([C:4]1[CH:9]=[CH:8][C:7]([Cl:10])=[CH:6][C:5]=1[Cl:11])=O.[Cl:12][C:13]1[CH:18]=[CH:17][C:16]([NH:19]N)=[CH:15][CH:14]=1. The catalyst is O. The product is [Cl:12][C:13]1[CH:14]=[C:15]2[C:16](=[CH:17][CH:18]=1)[NH:19][C:2]([C:4]1[CH:9]=[CH:8][C:7]([Cl:10])=[CH:6][C:5]=1[Cl:11])=[CH:1]2. The yield is 0.540. (4) The reactants are Br[C:2]1[CH:3]=[C:4]([C:16]([O:18][CH3:19])=[O:17])[C:5]2[CH:6]=[N:7][N:8]([CH:11]3[CH2:15][CH2:14][CH2:13][CH2:12]3)[C:9]=2[CH:10]=1.[OH:20][C:21]1[CH:22]=[C:23](B(O)O)[CH:24]=[CH:25][CH:26]=1.C([O-])([O-])=O.[Na+].[Na+].CO.C(Cl)Cl. The catalyst is O1CCOCC1.C1C=CC([P]([Pd]([P](C2C=CC=CC=2)(C2C=CC=CC=2)C2C=CC=CC=2)([P](C2C=CC=CC=2)(C2C=CC=CC=2)C2C=CC=CC=2)[P](C2C=CC=CC=2)(C2C=CC=CC=2)C2C=CC=CC=2)(C2C=CC=CC=2)C2C=CC=CC=2)=CC=1. The product is [CH:11]1([N:8]2[C:9]3[CH:10]=[C:2]([C:25]4[CH:24]=[CH:23][CH:22]=[C:21]([OH:20])[CH:26]=4)[CH:3]=[C:4]([C:16]([O:18][CH3:19])=[O:17])[C:5]=3[CH:6]=[N:7]2)[CH2:15][CH2:14][CH2:13][CH2:12]1. The yield is 0.610.